Dataset: Retrosynthesis with 50K atom-mapped reactions and 10 reaction types from USPTO. Task: Predict the reactants needed to synthesize the given product. (1) Given the product CSc1c(CCO)[nH]c2ccc(Cl)cc12, predict the reactants needed to synthesize it. The reactants are: COC(=O)Cc1[nH]c2ccc(Cl)cc2c1SC. (2) The reactants are: CCOP(=O)(Cc1ccc(N)cc1)OCC.COc1cc2c(cc1OC)C(=O)CS[C@@H](C(=O)O)C2. Given the product CCOP(=O)(Cc1ccc(NC(=O)[C@H]2Cc3cc(OC)c(OC)cc3C(=O)CS2)cc1)OCC, predict the reactants needed to synthesize it. (3) Given the product CCc1cccc2c(OCOC)cccc12, predict the reactants needed to synthesize it. The reactants are: CCI.COCOc1cccc2c(Br)cccc12.